Dataset: Catalyst prediction with 721,799 reactions and 888 catalyst types from USPTO. Task: Predict which catalyst facilitates the given reaction. (1) Reactant: [C:1]([C:5]1[CH:10]=[CH:9][C:8]([S:11]([NH:14][C:15]2[CH:16]=[C:17]3[C:21](=[CH:22][CH:23]=2)[NH:20][C:19]([C:24]([OH:26])=O)=[C:18]3[C:27]2[CH:32]=[CH:31][CH:30]=[C:29]([O:33][CH3:34])[CH:28]=2)(=[O:13])=[O:12])=[CH:7][CH:6]=1)([CH3:4])([CH3:3])[CH3:2].[CH3:35][N:36]([CH3:40])[CH2:37][CH2:38][NH2:39]. Product: [CH3:35][N:36]([CH3:40])[CH2:37][CH2:38][NH:39][C:24]([C:19]1[NH:20][C:21]2[C:17]([C:18]=1[C:27]1[CH:32]=[CH:31][CH:30]=[C:29]([O:33][CH3:34])[CH:28]=1)=[CH:16][C:15]([NH:14][S:11]([C:8]1[CH:7]=[CH:6][C:5]([C:1]([CH3:3])([CH3:4])[CH3:2])=[CH:10][CH:9]=1)(=[O:12])=[O:13])=[CH:23][CH:22]=2)=[O:26]. The catalyst class is: 98. (2) Reactant: C(OC(=O)[NH:7][C:8]1[CH:13]=[CH:12][C:11]([C:14]2[CH:19]=[CH:18][C:17]([F:20])=[CH:16][CH:15]=2)=[CH:10][C:9]=1[NH:21][C:22](=[O:37])[CH2:23][C:24]([C:26]1[CH:31]=[CH:30][N:29]=[C:28]([N:32]2[CH:36]=[CH:35][N:34]=[CH:33]2)[CH:27]=1)=O)(C)(C)C.C(O)(C(F)(F)F)=O. Product: [F:20][C:17]1[CH:18]=[CH:19][C:14]([C:11]2[CH:12]=[CH:13][C:8]3[N:7]=[C:24]([C:26]4[CH:31]=[CH:30][N:29]=[C:28]([N:32]5[CH:36]=[CH:35][N:34]=[CH:33]5)[CH:27]=4)[CH2:23][C:22](=[O:37])[NH:21][C:9]=3[CH:10]=2)=[CH:15][CH:16]=1. The catalyst class is: 2. (3) Reactant: [F:1][C:2]([F:13])([F:12])[C:3]1[CH:4]=[C:5]([CH:7]=[CH:8][C:9]=1[C:10]#[N:11])[NH2:6].[C:14]1(=O)[O:19][C:17](=[O:18])[CH:16]=[CH:15]1. Product: [O:18]=[C:17]1[CH:16]=[CH:15][C:14](=[O:19])[N:6]1[C:5]1[CH:7]=[CH:8][C:9]([C:10]#[N:11])=[C:3]([C:2]([F:12])([F:13])[F:1])[CH:4]=1. The catalyst class is: 15. (4) Reactant: [NH2:1][C:2]1[CH:3]=[C:4]2[C:8](=[CH:9][CH:10]=1)[NH:7][CH:6]=[C:5]2[C:11](=[O:19])[C:12]([N:14]([CH2:17][CH3:18])[CH2:15][CH3:16])=[O:13].[Cl:20][C:21]1[CH:34]=[CH:33][C:24]2[S:25][C:26]([S:29](Cl)(=[O:31])=[O:30])=[C:27]([CH3:28])[C:23]=2[CH:22]=1. Product: [Cl:20][C:21]1[CH:34]=[CH:33][C:24]2[S:25][C:26]([S:29]([NH:1][C:2]3[CH:3]=[C:4]4[C:8](=[CH:9][CH:10]=3)[NH:7][CH:6]=[C:5]4[C:11](=[O:19])[C:12]([N:14]([CH2:17][CH3:18])[CH2:15][CH3:16])=[O:13])(=[O:30])=[O:31])=[C:27]([CH3:28])[C:23]=2[CH:22]=1. The catalyst class is: 9. (5) Reactant: Br[C:2]1[CH:3]=[C:4]([CH:26]=[C:27]([Cl:29])[CH:28]=1)[O:5][CH2:6][CH:7]([O:18][Si:19]([C:22]([CH3:25])([CH3:24])[CH3:23])([CH3:21])[CH3:20])[CH2:8][N:9]([CH3:17])[C:10](=[O:16])[O:11][C:12]([CH3:15])([CH3:14])[CH3:13].[CH3:30][C:31]1([CH3:47])[C:35]([CH3:37])([CH3:36])[O:34][B:33]([B:33]2[O:34][C:35]([CH3:37])([CH3:36])[C:31]([CH3:47])([CH3:30])[O:32]2)[O:32]1.CC([O-])=O.[K+]. Product: [Si:19]([O:18][CH:7]([CH2:6][O:5][C:4]1[CH:3]=[C:2]([B:33]2[O:34][C:35]([CH3:37])([CH3:36])[C:31]([CH3:47])([CH3:30])[O:32]2)[CH:28]=[C:27]([Cl:29])[CH:26]=1)[CH2:8][N:9]([CH3:17])[C:10](=[O:16])[O:11][C:12]([CH3:15])([CH3:14])[CH3:13])([C:22]([CH3:25])([CH3:24])[CH3:23])([CH3:21])[CH3:20]. The catalyst class is: 75. (6) Reactant: C[Si](C)(C)[C:3]1[S:4][CH:5]=[CH:6][N:7]=1.C([Li])CCC.Cl[CH2:16][C:17]([C:19]1([CH3:25])[CH2:24][CH2:23][CH2:22][CH2:21][CH2:20]1)=[O:18].[Cl-].[NH4+]. Product: [CH3:25][C:19]1([C:17]2([C:5]3[S:4][CH:3]=[N:7][CH:6]=3)[CH2:16][O:18]2)[CH2:24][CH2:23][CH2:22][CH2:21][CH2:20]1. The catalyst class is: 27. (7) Reactant: [CH2:1]([N:8]1[C:12]2([CH2:17][CH2:16][N:15]([C:18](=[O:28])[CH2:19][O:20][C:21]3[CH:26]=[CH:25][C:24]([Cl:27])=[CH:23][CH:22]=3)[CH2:14][CH2:13]2)[NH:11][C@@H:10]([CH2:29][C:30]2[CH:35]=[CH:34][CH:33]=[CH:32][CH:31]=2)[C:9]1=[O:36])[C:2]1[CH:7]=[CH:6][CH:5]=[CH:4][CH:3]=1.O.C[Si](Cl)(C)C. Product: [ClH:27].[CH2:1]([N:8]1[C:12]2([CH2:17][CH2:16][N:15]([C:18](=[O:28])[CH2:19][O:20][C:21]3[CH:22]=[CH:23][C:24]([Cl:27])=[CH:25][CH:26]=3)[CH2:14][CH2:13]2)[NH:11][C@@H:10]([CH2:29][C:30]2[CH:31]=[CH:32][CH:33]=[CH:34][CH:35]=2)[C:9]1=[O:36])[C:2]1[CH:7]=[CH:6][CH:5]=[CH:4][CH:3]=1. The catalyst class is: 573. (8) Reactant: C[O:2][C:3](=[O:30])[CH2:4][O:5][C:6]1[CH:15]=[CH:14][C:13]([Cl:16])=[C:12]2[C:7]=1[C:8]([O:26][CH:27]([F:29])[F:28])=[C:9]([S:18][C:19]1[CH:24]=[CH:23][C:22]([Cl:25])=[CH:21][CH:20]=1)[C:10]([CH3:17])=[N:11]2.[OH-].[Na+].Cl. Product: [Cl:16][C:13]1[CH:14]=[CH:15][C:6]([O:5][CH2:4][C:3]([OH:30])=[O:2])=[C:7]2[C:12]=1[N:11]=[C:10]([CH3:17])[C:9]([S:18][C:19]1[CH:20]=[CH:21][C:22]([Cl:25])=[CH:23][CH:24]=1)=[C:8]2[O:26][CH:27]([F:28])[F:29]. The catalyst class is: 7.